Dataset: Peptide-MHC class I binding affinity with 185,985 pairs from IEDB/IMGT. Task: Regression. Given a peptide amino acid sequence and an MHC pseudo amino acid sequence, predict their binding affinity value. This is MHC class I binding data. (1) The peptide sequence is RIYRKGNPL. The MHC is HLA-A24:02 with pseudo-sequence HLA-A24:02. The binding affinity (normalized) is 0.0847. (2) The peptide sequence is YIFWIRTPR. The MHC is HLA-B58:01 with pseudo-sequence HLA-B58:01. The binding affinity (normalized) is 0.0847. (3) The peptide sequence is RECGARVIL. The MHC is HLA-B07:02 with pseudo-sequence HLA-B07:02. The binding affinity (normalized) is 0.0847.